Dataset: Full USPTO retrosynthesis dataset with 1.9M reactions from patents (1976-2016). Task: Predict the reactants needed to synthesize the given product. (1) Given the product [CH3:32][C:28]1([CH3:33])[CH2:27][CH2:26][C:25]([CH3:35])([CH3:34])[C:24]2[CH:23]=[C:22]([C:2]3[N:3]=[C:4]([N:7]4[CH2:12][CH2:11][C:10](=[O:13])[CH2:9][CH2:8]4)[S:5][CH:6]=3)[CH:31]=[CH:30][C:29]1=2, predict the reactants needed to synthesize it. The reactants are: Br[C:2]1[N:3]=[C:4]([N:7]2[CH2:12][CH2:11][C:10](=[O:13])[CH2:9][CH2:8]2)[S:5][CH:6]=1.CC1(C)C(C)(C)OB([C:22]2[CH:31]=[CH:30][C:29]3[C:28]([CH3:33])([CH3:32])[CH2:27][CH2:26][C:25]([CH3:35])([CH3:34])[C:24]=3[CH:23]=2)O1. (2) Given the product [F:20][C:14]1[C:15]2[CH:16]=[CH:17][S:18][C:19]=2[C:11]([B:4]2[O:5][C:6]([CH3:8])([CH3:7])[C:2]([CH3:9])([CH3:1])[O:3]2)=[CH:12][CH:13]=1, predict the reactants needed to synthesize it. The reactants are: [CH3:1][C:2]1([CH3:9])[C:6]([CH3:8])([CH3:7])[O:5][BH:4][O:3]1.Br[C:11]1[C:19]2[S:18][CH:17]=[CH:16][C:15]=2[C:14]([F:20])=[CH:13][CH:12]=1.C(N(CC)CC)C. (3) Given the product [F:1][C:2]1[CH:7]=[CH:6][C:5]2=[C:8]3[N:9]=[C:10]([N:20]4[CH2:21][CH2:22][N:23]([C:26]([C:28]5[N:29]=[CH:30][NH:31][CH:32]=5)=[O:27])[CH2:24][CH2:25]4)[S:11][C:12]3=[C:13]3[C:14]([C:15](=[O:19])[NH:16][CH:17]=[CH:18]3)=[C:4]2[CH:3]=1, predict the reactants needed to synthesize it. The reactants are: [F:1][C:2]1[CH:7]=[CH:6][C:5]([C:8]2[N:9]=[C:10]([N:20]3[CH2:25][CH2:24][N:23]([C:26]([C:28]4[N:29]=[CH:30][NH:31][CH:32]=4)=[O:27])[CH2:22][CH2:21]3)[S:11][C:12]=2[C:13]2[CH:18]=[CH:17][NH:16][C:15](=[O:19])[CH:14]=2)=[CH:4][CH:3]=1. (4) Given the product [C:17]([CH2:16][N:5]1[CH2:6][C@@H:7]([C:8]2[CH:13]=[CH:12][C:11]([F:14])=[C:10]([F:15])[CH:9]=2)[C@H:3]([NH:2][C:31]([NH:30][C:27]2[N:26]([C:40]3[CH:45]=[CH:44][CH:43]=[CH:42][CH:41]=3)[N:25]=[C:24]([O:23][CH2:22][CH2:21][O:20][CH3:19])[C:28]=2[CH3:29])=[O:32])[CH2:4]1)#[N:18], predict the reactants needed to synthesize it. The reactants are: Cl.[NH2:2][C@H:3]1[C@H:7]([C:8]2[CH:13]=[CH:12][C:11]([F:14])=[C:10]([F:15])[CH:9]=2)[CH2:6][N:5]([CH2:16][C:17]#[N:18])[CH2:4]1.[CH3:19][O:20][CH2:21][CH2:22][O:23][C:24]1[C:28]([CH3:29])=[C:27]([NH:30][C:31](=O)[O:32]C2C=CC=CC=2)[N:26]([C:40]2[CH:45]=[CH:44][CH:43]=[CH:42][CH:41]=2)[N:25]=1.CC(N(C)C)=O.CCN(C(C)C)C(C)C. (5) Given the product [Cl:46][C:43]1[CH:44]=[CH:45][C:40]([C:38]2[C:37]3[CH:47]=[C:48]([O:51][CH3:52])[CH:49]=[CH:50][C:36]=3[N:35]3[C:53]([CH3:56])=[N:54][N:55]=[C:34]3[C@H:33]([CH2:32][C:31]([NH:30][CH2:29][CH2:28][CH2:27][CH2:26][CH2:25][NH:24][C:8]([C:7]3[CH:6]=[CH:5][C:4]([B:1]([OH:2])[OH:3])=[CH:12][CH:11]=3)=[O:10])=[O:57])[N:39]=2)=[CH:41][CH:42]=1, predict the reactants needed to synthesize it. The reactants are: [B:1]([C:4]1[CH:12]=[CH:11][C:7]([C:8]([OH:10])=O)=[CH:6][CH:5]=1)([OH:3])[OH:2].CCN=C=NCCCN(C)C.[NH2:24][CH2:25][CH2:26][CH2:27][CH2:28][CH2:29][NH:30][C:31](=[O:57])[CH2:32][C@@H:33]1[N:39]=[C:38]([C:40]2[CH:45]=[CH:44][C:43]([Cl:46])=[CH:42][CH:41]=2)[C:37]2[CH:47]=[C:48]([O:51][CH3:52])[CH:49]=[CH:50][C:36]=2[N:35]2[C:53]([CH3:56])=[N:54][N:55]=[C:34]12.